Dataset: Catalyst prediction with 721,799 reactions and 888 catalyst types from USPTO. Task: Predict which catalyst facilitates the given reaction. (1) Product: [O:16]=[C:15]1[N:14]([CH2:17][CH2:18][CH3:19])[C:13]2[S:20][C:21]3[CH2:26][CH2:25][CH2:24][CH2:23][C:22]=3[C:12]=2[C:11]([C:27]2[CH:28]=[CH:29][C:30]([CH3:33])=[CH:31][CH:32]=2)=[C:10]1[CH:3]([CH2:7][CH2:8][CH3:9])[C:4]([OH:6])=[O:5]. The catalyst class is: 645. Reactant: C([C:3]([C:10]1[C:15](=[O:16])[N:14]([CH2:17][CH2:18][CH3:19])[C:13]2[S:20][C:21]3[CH2:26][CH2:25][CH2:24][CH2:23][C:22]=3[C:12]=2[C:11]=1[C:27]1[CH:32]=[CH:31][C:30]([CH3:33])=[CH:29][CH:28]=1)([CH2:7][CH2:8][CH3:9])[C:4]([O-:6])=[O:5])C.[OH-].[Na+]. (2) Reactant: C1(P(C2CCCCC2)C2C=CC=CC=2C2C(C(C)C)=CC(C(C)C)=CC=2C(C)C)CCCCC1.[CH3:35][S:36]([C:39]1[CH:44]=[CH:43][C:42]([C:45]2[C:46]([NH2:57])=[CH:47][C:48]([N:51]3[CH2:56][CH2:55][O:54][CH2:53][CH2:52]3)=[N:49][CH:50]=2)=[CH:41][CH:40]=1)(=[O:38])=[O:37].Cl[C:59]1[C:68]2[C:63](=[CH:64][C:65]([F:70])=[CH:66][C:67]=2[F:69])[N:62]=[C:61]([N:71]2[CH2:75][CH2:74][CH2:73][C:72]2=[O:76])[C:60]=1[CH3:77].CC(C)([O-])C.[Na+]. Product: [F:69][C:67]1[CH:66]=[C:65]([F:70])[CH:64]=[C:63]2[C:68]=1[C:59]([NH:57][C:46]1[C:45]([C:42]3[CH:41]=[CH:40][C:39]([S:36]([CH3:35])(=[O:37])=[O:38])=[CH:44][CH:43]=3)=[CH:50][N:49]=[C:48]([N:51]3[CH2:56][CH2:55][O:54][CH2:53][CH2:52]3)[CH:47]=1)=[C:60]([CH3:77])[C:61]([N:71]1[CH2:75][CH2:74][CH2:73][C:72]1=[O:76])=[N:62]2. The catalyst class is: 101. (3) Reactant: [NH2:1][C:2]1[CH:7]=[CH:6][C:5]([C:8]([N:10]2[CH2:16][C:15]3([CH3:18])[CH2:17][CH:11]2[CH2:12][C:13]([CH3:20])([CH3:19])[CH2:14]3)=[O:9])=[CH:4][CH:3]=1.[Cl:21][CH2:22][C:23](Cl)=[O:24]. Product: [Cl:21][CH2:22][C:23]([NH:1][C:2]1[CH:3]=[CH:4][C:5]([C:8]([N:10]2[CH2:16][C:15]3([CH3:18])[CH2:17][CH:11]2[CH2:12][C:13]([CH3:20])([CH3:19])[CH2:14]3)=[O:9])=[CH:6][CH:7]=1)=[O:24]. The catalyst class is: 1. (4) Reactant: Br[C:2]1[C:7]2=[CH:8][N:9]([C:11]3[C:16]([F:17])=[CH:15][CH:14]=[CH:13][C:12]=3[Cl:18])[N:10]=[C:6]2[C:5]([F:19])=[CH:4][N:3]=1.[NH2:20][C:21]1[CH:26]=[C:25]([CH3:27])[N:24]=[C:23]([CH3:28])[N:22]=1.CC1(C)C2C(=C(P(C3C=CC=CC=3)C3C=CC=CC=3)C=CC=2)[O:50]C2C(P(C3C=CC=CC=3)C3C=CC=CC=3)=CC=CC1=2.C(=O)([O-])[O-].[Cs+].[Cs+]. Product: [ClH:18].[Cl:18][C:12]1[CH:13]=[CH:14][CH:15]=[C:16]([F:17])[C:11]=1[N:9]1[CH:8]=[C:7]2[C:2]([NH:20][C:21]3[N:22]=[C:23]([CH3:28])[N:24]=[C:25]([CH2:27][OH:50])[CH:26]=3)=[N:3][CH:4]=[C:5]([F:19])[C:6]2=[N:10]1. The catalyst class is: 62. (5) Reactant: [CH:1]1([CH2:4][N:5]([CH2:36][CH2:37]O)[C:6]([C:8]2[C:13]([O:14][CH2:15][C:16]3[CH:21]=[CH:20][CH:19]=[CH:18][CH:17]=3)=[C:12]([OH:22])[N:11]=[C:10]([CH2:23][C:24]3([C:29]4[CH:34]=[CH:33][C:32]([Cl:35])=[CH:31][CH:30]=4)[CH2:28][CH2:27][CH2:26][CH2:25]3)[N:9]=2)=[O:7])[CH2:3][CH2:2]1.C1(P(C2C=CC=CC=2)C2C=CC=CC=2)C=CC=CC=1.N(C(OC(C)C)=O)=NC(OC(C)C)=O.CO. Product: [CH2:15]([O:14][C:13]1[C:12](=[O:22])[N:11]=[C:10]([CH2:23][C:24]2([C:29]3[CH:34]=[CH:33][C:32]([Cl:35])=[CH:31][CH:30]=3)[CH2:25][CH2:26][CH2:27][CH2:28]2)[N:9]2[CH2:37][CH2:36][N:5]([CH2:4][CH:1]3[CH2:3][CH2:2]3)[C:6](=[O:7])[C:8]=12)[C:16]1[CH:17]=[CH:18][CH:19]=[CH:20][CH:21]=1. The catalyst class is: 96. (6) The catalyst class is: 5. Product: [CH2:16]([O:15][C:13]([N:10]1[CH2:11][CH2:12][C:7]2[C:5]([OH:4])=[N:33][C:31]([S:30][CH3:29])=[N:32][C:8]=2[CH2:9]1)=[O:14])[C:17]1[CH:22]=[CH:21][CH:20]=[CH:19][CH:18]=1. Reactant: [Na].C([O:4][C:5]([CH:7]1[CH2:12][CH2:11][N:10]([C:13]([O:15][CH2:16][C:17]2[CH:22]=[CH:21][CH:20]=[CH:19][CH:18]=2)=[O:14])[CH2:9][C:8]1=O)=O)C.S(O)(O)(=O)=O.[CH3:29][S:30][C:31](=[NH:33])[NH2:32]. (7) Reactant: [OH:1][C:2]1[C:11]([NH:12][C:13](=O)[C:14]2[CH:19]=[CH:18][CH:17]=[C:16]([C:20]([F:23])([F:22])[F:21])[CH:15]=2)=[CH:10][CH:9]=[CH:8][C:3]=1[C:4]([O:6]C)=[O:5].[OH-].[Na+]. Product: [F:21][C:20]([F:22])([F:23])[C:16]1[CH:15]=[C:14]([C:13]2[O:1][C:2]3[C:3]([C:4]([OH:6])=[O:5])=[CH:8][CH:9]=[CH:10][C:11]=3[N:12]=2)[CH:19]=[CH:18][CH:17]=1. The catalyst class is: 6. (8) Reactant: [F:1][C:2]1[C:10]([O:11][C:12]2[C:21]3[C:16](=[CH:17][C:18]([O:24][CH2:25][CH2:26][N:27]4[CH2:33][C:32](=[O:34])[C:29]5([CH2:31][CH2:30]5)[CH2:28]4)=[C:19]([O:22][CH3:23])[CH:20]=3)[N:15]=[CH:14][CH:13]=2)=[CH:9][CH:8]=[C:7]2[C:3]=1[CH:4]=[C:5]([CH3:35])[NH:6]2.[BH4-].[Na+]. Product: [F:1][C:2]1[C:10]([O:11][C:12]2[C:21]3[C:16](=[CH:17][C:18]([O:24][CH2:25][CH2:26][N:27]4[CH2:33][CH:32]([OH:34])[C:29]5([CH2:31][CH2:30]5)[CH2:28]4)=[C:19]([O:22][CH3:23])[CH:20]=3)[N:15]=[CH:14][CH:13]=2)=[CH:9][CH:8]=[C:7]2[C:3]=1[CH:4]=[C:5]([CH3:35])[NH:6]2. The catalyst class is: 5.